Task: Predict the product of the given reaction.. Dataset: Forward reaction prediction with 1.9M reactions from USPTO patents (1976-2016) (1) Given the reactants Cl[C:2]1[C:7]([CH:8]=[O:9])=[C:6]([N:10]2[CH2:22][CH2:21][C:20]3[N:19]4[C:14]([CH2:15][CH2:16][CH2:17][CH2:18]4)=[CH:13][C:12]=3[C:11]2=[O:23])[N:5]=[CH:4][CH:3]=1.[CH3:24][N:25]1[CH:30]=[C:29](B2OC(C)(C)C(C)(C)O2)[CH:28]=[C:27]([NH:40][C:41]2[CH:50]=[C:44]3[CH2:45][N:46]([CH3:49])[CH2:47][CH2:48][N:43]3[N:42]=2)[C:26]1=[O:51].CC([O-])=O.[Na+].C(#N)C, predict the reaction product. The product is: [CH:8]([C:7]1[C:6]([N:10]2[CH2:22][CH2:21][C:20]3[N:19]4[C:14]([CH2:15][CH2:16][CH2:17][CH2:18]4)=[CH:13][C:12]=3[C:11]2=[O:23])=[N:5][CH:4]=[CH:3][C:2]=1[C:29]1[CH:28]=[C:27]([NH:40][C:41]2[CH:50]=[C:44]3[CH2:45][N:46]([CH3:49])[CH2:47][CH2:48][N:43]3[N:42]=2)[C:26](=[O:51])[N:25]([CH3:24])[CH:30]=1)=[O:9]. (2) Given the reactants [Br:1][C:2]1[CH:3]=[CH:4][C:5]2[NH:10][C:9](=O)[O:8][C:7](=[O:12])[C:6]=2[C:13]=1[O:14][CH3:15], predict the reaction product. The product is: [NH2:10][C:5]1[C:6]([C:7]([O:8][CH3:9])=[O:12])=[C:13]([O:14][CH3:15])[C:2]([Br:1])=[CH:3][CH:4]=1.